From a dataset of Full USPTO retrosynthesis dataset with 1.9M reactions from patents (1976-2016). Predict the reactants needed to synthesize the given product. (1) Given the product [O:1]=[S:2]1(=[O:28])[C:7]2[CH:8]=[CH:9][CH:10]=[CH:11][C:6]=2[NH:5][C:4]([C:12]2[C:17](=[O:18])[N:16]([NH:19][CH2:20][CH2:35][CH2:36][CH2:37][CH3:38])[C:15]3[CH:24]=[CH:25][S:26][C:14]=3[C:13]=2[OH:27])=[N:3]1, predict the reactants needed to synthesize it. The reactants are: [O:1]=[S:2]1(=[O:28])[C:7]2[CH:8]=[CH:9][CH:10]=[CH:11][C:6]=2[NH:5][C:4]([C:12]2[C:17](=[O:18])[N:16]([N:19]=[CH:20]C(C)C)[C:15]3[CH:24]=[CH:25][S:26][C:14]=3[C:13]=2[OH:27])=[N:3]1.CO.[BH4-].[Li+].Cl.O1[CH2:38][CH2:37][CH2:36][CH2:35]1. (2) Given the product [CH3:1][N:2]([CH2:3][CH2:4][CH2:5][NH:6][S:7]([C:10]1[CH:15]=[C:14]([S:16]([C:19]2[CH:20]=[CH:21][CH:22]=[CH:23][CH:24]=2)(=[O:17])=[O:18])[CH:13]=[CH:12][C:11]=1[C:25]([F:28])([F:27])[F:26])(=[O:9])=[O:8])[C:29](=[O:35])[CH2:30][CH2:31][C:32]([OH:34])=[O:33], predict the reactants needed to synthesize it. The reactants are: [CH3:1][NH:2][CH2:3][CH2:4][CH2:5][NH:6][S:7]([C:10]1[CH:15]=[C:14]([S:16]([C:19]2[CH:24]=[CH:23][CH:22]=[CH:21][CH:20]=2)(=[O:18])=[O:17])[CH:13]=[CH:12][C:11]=1[C:25]([F:28])([F:27])[F:26])(=[O:9])=[O:8].[C:29]1(=[O:35])[O:34][C:32](=[O:33])[CH2:31][CH2:30]1.